Dataset: Catalyst prediction with 721,799 reactions and 888 catalyst types from USPTO. Task: Predict which catalyst facilitates the given reaction. (1) Reactant: C(OC(=O)[NH:7][C@H:8]([CH2:19][C:20]1[CH:25]=[CH:24][C:23]([C:26]2[CH:31]=[CH:30][CH:29]=[CH:28][CH:27]=2)=[CH:22][CH:21]=1)[CH2:9][C@@H:10]([CH3:18])[C:11]([NH:13][S:14]([CH3:17])(=[O:16])=[O:15])=[O:12])(C)(C)C.C(O)(C(F)(F)F)=O. Product: [NH2:7][C@H:8]([CH2:19][C:20]1[CH:21]=[CH:22][C:23]([C:26]2[CH:31]=[CH:30][CH:29]=[CH:28][CH:27]=2)=[CH:24][CH:25]=1)[CH2:9][C@@H:10]([CH3:18])[C:11]([NH:13][S:14]([CH3:17])(=[O:16])=[O:15])=[O:12]. The catalyst class is: 2. (2) Reactant: [CH2:1]([N:8]1[CH2:12][C@H:11]([CH3:13])[C@H:10]([CH2:14][NH2:15])[CH2:9]1)[C:2]1[CH:7]=[CH:6][CH:5]=[CH:4][CH:3]=1.[CH:16](=O)[C:17]1[CH:22]=[CH:21][CH:20]=[CH:19][CH:18]=1.C([BH3-])#N.[Na+].[OH-].[Na+]. Product: [CH2:1]([N:8]1[CH2:12][C@H:11]([CH3:13])[C@H:10]([CH2:14][NH:15][CH2:16][C:17]2[CH:22]=[CH:21][CH:20]=[CH:19][CH:18]=2)[CH2:9]1)[C:2]1[CH:7]=[CH:6][CH:5]=[CH:4][CH:3]=1. The catalyst class is: 5. (3) Reactant: O[CH2:2][CH:3]1[CH2:8][CH2:7][CH:6]([C:9]2([C:20]3[CH:25]=[CH:24][CH:23]=[C:22]([F:26])[C:21]=3[F:27])[CH2:14][CH2:13][CH:12]([CH2:15][CH2:16][CH2:17][CH2:18][CH3:19])[CH2:11][CH2:10]2)[CH2:5][CH2:4]1.N1C=CC=CC=1.S(Cl)([Cl:36])=O. Product: [Cl:36][CH2:2][CH:3]1[CH2:8][CH2:7][CH:6]([C:9]2([C:20]3[CH:25]=[CH:24][CH:23]=[C:22]([F:26])[C:21]=3[F:27])[CH2:14][CH2:13][CH:12]([CH2:15][CH2:16][CH2:17][CH2:18][CH3:19])[CH2:11][CH2:10]2)[CH2:5][CH2:4]1. The catalyst class is: 93. (4) Reactant: [CH2:1]([O:8][C:9]1[CH:10]=[CH:11][C:12]([CH3:17])=[C:13]([CH:16]=1)[CH:14]=O)[C:2]1[CH:7]=[CH:6][CH:5]=[CH:4][CH:3]=1.[Cl-].[OH:19][NH3+:20].C(=O)(O)[O-].[Na+]. Product: [CH2:1]([O:8][C:9]1[CH:10]=[CH:11][C:12]([CH3:17])=[C:13](/[CH:14]=[N:20]/[OH:19])[CH:16]=1)[C:2]1[CH:7]=[CH:6][CH:5]=[CH:4][CH:3]=1. The catalyst class is: 8. (5) The catalyst class is: 3. Product: [NH2:32][C:33]1[N:38]=[C:37]([NH:39][CH2:40][CH2:41][CH2:42][N:43]2[CH:47]=[C:46]([C:48]3[CH:53]=[CH:52][C:51]([Cl:54])=[CH:50][C:49]=3[Cl:55])[CH:45]=[C:44]2[C:56]([NH:24][CH2:25][CH2:26][N:27]2[CH2:31][CH2:30][CH2:29][CH2:28]2)=[O:57])[CH:36]=[CH:35][C:34]=1[N+:59]([O-:61])=[O:60]. Reactant: CCN(C(C)C)C(C)C.C1C=CC2N(O)N=NC=2C=1.C(Cl)CCl.[NH2:24][CH2:25][CH2:26][N:27]1[CH2:31][CH2:30][CH2:29][CH2:28]1.[NH2:32][C:33]1[N:38]=[C:37]([NH:39][CH2:40][CH2:41][CH2:42][N:43]2[CH:47]=[C:46]([C:48]3[CH:53]=[CH:52][C:51]([Cl:54])=[CH:50][C:49]=3[Cl:55])[CH:45]=[C:44]2[C:56](O)=[O:57])[CH:36]=[CH:35][C:34]=1[N+:59]([O-:61])=[O:60]. (6) Reactant: Cl[C:2]1[C:7]([C:8]2[N:13]=[CH:12][N:11]=[C:10]([NH:14][C:15]3[CH:16]=[CH:17][CH:18]=[C:19]4[C:24]=3[CH2:23][CH:22]([OH:25])[CH2:21][CH2:20]4)[CH:9]=2)=[CH:6][CH:5]=[C:4]([C:26]([F:29])([F:28])[F:27])[N:3]=1.[CH3:30][NH2:31]. Product: [CH3:30][NH:31][C:2]1[C:7]([C:8]2[N:13]=[CH:12][N:11]=[C:10]([NH:14][C:15]3[CH:16]=[CH:17][CH:18]=[C:19]4[C:24]=3[CH2:23][CH:22]([OH:25])[CH2:21][CH2:20]4)[CH:9]=2)=[CH:6][CH:5]=[C:4]([C:26]([F:29])([F:27])[F:28])[N:3]=1. The catalyst class is: 14.